This data is from Full USPTO retrosynthesis dataset with 1.9M reactions from patents (1976-2016). The task is: Predict the reactants needed to synthesize the given product. (1) Given the product [CH3:17][N:16]([CH3:18])[C:11]1[CH:12]=[C:13]2[C:8](=[CH:9][CH:10]=1)[CH:7]=[C:6]([C:5](=[C:19]([C:20]#[N:21])[C:22]#[N:23])/[CH:4]=[CH:3]\[NH:2][CH2:24][CH2:27][OH:28])[CH:15]=[CH:14]2, predict the reactants needed to synthesize it. The reactants are: C[N:2]([CH3:24])/[CH:3]=[CH:4]/[C:5](=[C:19]([C:22]#[N:23])[C:20]#[N:21])[C:6]1[CH:15]=[CH:14][C:13]2[C:8](=[CH:9][CH:10]=[C:11]([N:16]([CH3:18])[CH3:17])[CH:12]=2)[CH:7]=1.NC[CH2:27][OH:28]. (2) Given the product [CH2:1]([O:3][C:4]([N:6]1[CH2:11][CH2:10][N:9]([C:12](=[O:24])[C@@H:13]([NH2:16])[CH2:14][F:15])[CH2:8][CH2:7]1)=[O:5])[CH3:2], predict the reactants needed to synthesize it. The reactants are: [CH2:1]([O:3][C:4]([N:6]1[CH2:11][CH2:10][N:9]([C:12](=[O:24])[C@@H:13]([NH:16]C(OC(C)(C)C)=O)[CH2:14][F:15])[CH2:8][CH2:7]1)=[O:5])[CH3:2].C(O)(C(F)(F)F)=O. (3) Given the product [C:16]([C:7]1[N:8]([CH3:15])[C:9](=[O:14])[C:10]([CH3:13])=[C:11]([Cl:12])[C:6]=1[C:4]([OH:5])=[O:3])(=[O:18])[CH3:17], predict the reactants needed to synthesize it. The reactants are: C([O:3][C:4]([C:6]1[C:11]([Cl:12])=[C:10]([CH3:13])[C:9](=[O:14])[N:8]([CH3:15])[C:7]=1[C:16](=[O:18])[CH3:17])=[O:5])C.[Li+].[OH-].Cl. (4) The reactants are: [CH:1]1([OH:6])[CH2:5][CH2:4][CH2:3][CH2:2]1.C1(P(C2C=CC=CC=2)C2C=CC=CC=2)C=CC=CC=1.[CH2:26]([O:28][C:29](=[O:41])[NH:30][C:31]1[CH:36]=[CH:35][C:34]([N+:37]([O-:39])=[O:38])=[CH:33][C:32]=1O)[CH3:27].CCOC(/N=N/C(OCC)=O)=O. Given the product [CH2:26]([O:28][C:29](=[O:41])[NH:30][C:31]1[CH:32]=[CH:33][C:34]([N+:37]([O-:39])=[O:38])=[CH:35][C:36]=1[O:6][CH:1]1[CH2:5][CH2:4][CH2:3][CH2:2]1)[CH3:27], predict the reactants needed to synthesize it. (5) Given the product [Br:5][C:6]1[C:11]([F:20])=[CH:10][C:9]([C:13]2[CH:18]=[CH:17][C:16]([Cl:19])=[CH:15][CH:14]=2)=[CH:8][N:7]=1, predict the reactants needed to synthesize it. The reactants are: N([O-])=O.[Na+].[Br:5][C:6]1[C:11](N)=[CH:10][C:9]([C:13]2[CH:18]=[CH:17][C:16]([Cl:19])=[CH:15][CH:14]=2)=[CH:8][N:7]=1.[F:20][P-](F)(F)(F)(F)F.[H+].